Dataset: Reaction yield outcomes from USPTO patents with 853,638 reactions. Task: Predict the reaction yield, written as a fraction of the theoretical maximum amount of product (1.0 means a 100% yield; for example, 0.34 means a 34% yield). (1) The reactants are [CH:1]1[C:13]2[CH:12]([O:14][C:15](=[O:44])[N:16]([CH3:43])[C@@H:17]([CH:40]([CH3:42])[CH3:41])[C:18]([NH:20][C@@H:21]([CH2:33][CH2:34][CH2:35][NH:36][C:37]([NH2:39])=[O:38])[C:22]([NH:24][C:25]3[CH:30]=[CH:29][C:28]([CH2:31][OH:32])=[CH:27][CH:26]=3)=[O:23])=[O:19])[C:11]3[C:6](=[CH:7][CH:8]=[CH:9][CH:10]=3)[C:5]=2[CH:4]=[CH:3][CH:2]=1.[C:45](=O)([O:56]C1C=CC([N+]([O-])=O)=CC=1)[O:46][C:47]1[CH:52]=[CH:51][C:50]([N+:53]([O-:55])=[O:54])=[CH:49][CH:48]=1.CCN(C(C)C)C(C)C.CCOCC. The catalyst is CN(C=O)C. The yield is 0.840. The product is [CH:1]1[C:13]2[CH:12]([O:14][C:15](=[O:44])[N:16]([CH3:43])[C@@H:17]([CH:40]([CH3:41])[CH3:42])[C:18]([NH:20][C@@H:21]([CH2:33][CH2:34][CH2:35][NH:36][C:37]([NH2:39])=[O:38])[C:22]([NH:24][C:25]3[CH:26]=[CH:27][C:28]([CH2:31][O:32][C:45]([O:46][C:47]4[CH:48]=[CH:49][C:50]([N+:53]([O-:55])=[O:54])=[CH:51][CH:52]=4)=[O:56])=[CH:29][CH:30]=3)=[O:23])=[O:19])[C:11]3[C:6](=[CH:7][CH:8]=[CH:9][CH:10]=3)[C:5]=2[CH:4]=[CH:3][CH:2]=1. (2) The reactants are C([O:4][C@H:5]1[CH2:9][C@H:8]([N:10]2[C:14]3[N:15]=[CH:16][N:17]=[C:18]([NH:19][C@@H:20]4[C:28]5[C:23](=[CH:24][CH:25]=[CH:26][CH:27]=5)[CH2:22][CH2:21]4)[C:13]=3[CH:12]=[CH:11]2)[CH2:7][C@H:6]1[CH2:29][OH:30])(=O)C.Cl[S:32]([NH2:35])(=[O:34])=[O:33]. The catalyst is C(C#N)(C)=O. The product is [S:32](=[O:34])(=[O:33])([O:30][CH2:29][C@@H:6]1[CH2:7][C@@H:8]([N:10]2[C:14]3[N:15]=[CH:16][N:17]=[C:18]([NH:19][C@@H:20]4[C:28]5[C:23](=[CH:24][CH:25]=[CH:26][CH:27]=5)[CH2:22][CH2:21]4)[C:13]=3[CH:12]=[CH:11]2)[CH2:9][C@@H:5]1[OH:4])[NH2:35]. The yield is 0.940. (3) The reactants are [CH3:1][C@@H:2]1[N:13]([CH3:14])[C:12](=[O:15])[C@H:11]([CH2:16][C:17](O)=[O:18])[CH2:10][CH:9]=[CH:8][CH2:7][CH2:6][C:5](=[O:20])[O:4][C@@H:3]1[C:21]1[CH:26]=[CH:25][CH:24]=[CH:23][CH:22]=1.[CH2:27]([O:29][CH2:30][CH2:31][NH2:32])[CH3:28].CO.C(Cl)Cl. The catalyst is CN(C=O)C. The product is [CH3:1][C@@H:2]1[N:13]([CH3:14])[C:12](=[O:15])[C@H:11]([CH2:16][C:17]([NH:32][CH2:31][CH2:30][O:29][CH2:27][CH3:28])=[O:18])[CH2:10][CH:9]=[CH:8][CH2:7][CH2:6][C:5](=[O:20])[O:4][C@@H:3]1[C:21]1[CH:22]=[CH:23][CH:24]=[CH:25][CH:26]=1. The yield is 0.660. (4) The reactants are ClC1C(C2N3C=CC=CC3=NC=2)=NC(NC2C=CC([CH2:15][C:16]([NH:18][CH:19]3[CH2:23][CH2:22][NH:21][CH2:20]3)=[O:17])=CC=2OC)=NC=1.[Cl:35][C:36]1[C:37]([C:61]2N3C=[CH:67][CH:68]=[CH:69][C:64]3=[N:63][CH:62]=2)=[N:38][C:39]([NH:42][C:43]2[CH:58]=[CH:57][C:46](OC3CCN(C(=O)C)CC3)=[CH:45][C:44]=2[O:59][CH3:60])=[N:40][CH:41]=1.O.C1(C)C=CC(S(O)(=O)=O)=CC=1.[CH2:82]([N:84](CC)CC)C.C(OC(=O)C)(=O)C. The catalyst is CC(O)CCC. The product is [Cl:35][C:36]1[C:37]([C:61]2[CH:82]=[N:84][N:63]3[CH:64]=[CH:69][CH:68]=[CH:67][C:62]=23)=[N:38][C:39]([NH:42][C:43]2[CH:58]=[CH:57][C:46]([N:21]3[CH2:20][CH2:19][N:18]([C:16](=[O:17])[CH3:15])[CH2:23][CH2:22]3)=[CH:45][C:44]=2[O:59][CH3:60])=[N:40][CH:41]=1. The yield is 0.490. (5) The reactants are [CH:1]1([C:4]2[CH:9]=[CH:8][CH:7]=[CH:6][C:5]=2[NH:10][C:11]([NH:13]/[N:14]=[CH:15]/[C:16]2[CH:21]=[CH:20][C:19]([C:22]3[N:26]=[CH:25][N:24]([C:27]4[CH:32]=[CH:31][C:30]([O:33][C:34]([F:37])([F:36])[F:35])=[CH:29][CH:28]=4)[N:23]=3)=[CH:18][CH:17]=2)=[S:12])[CH2:3][CH2:2]1.C([O-])(=O)C.[Na+].Br[CH:44]([CH3:49])[C:45](OC)=[O:46]. The catalyst is CCO.C(Cl)Cl. The product is [CH:1]1([C:4]2[CH:9]=[CH:8][CH:7]=[CH:6][C:5]=2[N:10]2[C:45](=[O:46])[CH:44]([CH3:49])[S:12]/[C:11]/2=[N:13]/[N:14]=[CH:15]\[C:16]2[CH:17]=[CH:18][C:19]([C:22]3[N:26]=[CH:25][N:24]([C:27]4[CH:28]=[CH:29][C:30]([O:33][C:34]([F:35])([F:37])[F:36])=[CH:31][CH:32]=4)[N:23]=3)=[CH:20][CH:21]=2)[CH2:3][CH2:2]1. The yield is 0.300. (6) The reactants are [Br:1][C:2]1[CH:7]=[CH:6][C:5]([F:8])=[C:4](I)[CH:3]=1.[CH2:10]([S:12]([C:15]1[CH:20]=[CH:19][C:18](B2OC(C)(C)C(C)(C)O2)=[C:17]([O:30][CH3:31])[CH:16]=1)(=[O:14])=[O:13])[CH3:11].C(=O)([O-])[O-].[Na+].[Na+].O1CCOCC1. The catalyst is O.C1C=CC([P]([Pd]([P](C2C=CC=CC=2)(C2C=CC=CC=2)C2C=CC=CC=2)([P](C2C=CC=CC=2)(C2C=CC=CC=2)C2C=CC=CC=2)[P](C2C=CC=CC=2)(C2C=CC=CC=2)C2C=CC=CC=2)(C2C=CC=CC=2)C2C=CC=CC=2)=CC=1. The product is [Br:1][C:2]1[CH:7]=[CH:6][C:5]([F:8])=[C:4]([C:18]2[CH:19]=[CH:20][C:15]([S:12]([CH2:10][CH3:11])(=[O:14])=[O:13])=[CH:16][C:17]=2[O:30][CH3:31])[CH:3]=1. The yield is 0.730. (7) The reactants are [N:1]#[C:2]Br.[Br:4][C:5]1[CH:11]=[CH:10][C:8]([NH2:9])=[C:7](CC)[CH:6]=1. The catalyst is C(OCC)C. The product is [Br:4][C:5]1[CH:11]=[CH:10][C:8]([NH:9][C:2]#[N:1])=[CH:7][CH:6]=1. The yield is 0.100.